Predict the reaction yield, written as a fraction of the theoretical maximum amount of product (1.0 means a 100% yield; for example, 0.34 means a 34% yield). From a dataset of Reaction yield outcomes from USPTO patents with 853,638 reactions. (1) The product is [OH:29][CH2:28][CH2:27][S:24]([C:20]1[CH:19]=[C:18]([NH:17][C:2]2[N:11]=[CH:10][C:9]3[N:8]([CH3:12])[C:7](=[O:13])[CH2:6][N:5]([CH:14]([CH3:16])[CH3:15])[C:4]=3[N:3]=2)[CH:23]=[CH:22][CH:21]=1)(=[O:25])=[O:26]. The reactants are Cl[C:2]1[N:11]=[CH:10][C:9]2[N:8]([CH3:12])[C:7](=[O:13])[CH2:6][N:5]([CH:14]([CH3:16])[CH3:15])[C:4]=2[N:3]=1.[NH2:17][C:18]1[CH:19]=[C:20]([S:24]([CH2:27][CH2:28][OH:29])(=[O:26])=[O:25])[CH:21]=[CH:22][CH:23]=1. The yield is 0.850. The catalyst is ClCCl. (2) The product is [CH3:9][N:6]([CH3:7])[O:60][CH2:16][CH2:17][O:51][C@@H:39]1[C@H:38]([OH:58])[C@@H:37]([CH2:36][OH:35])[O:41][C@H:40]1[N:42]1[CH:49]=[C:48]([CH3:50])[C:46](=[O:47])[NH:45][C:43]1=[O:44]. The yield is 0.925. The reactants are F.F.F.C([N:6]([CH2:9]C)[CH2:7]C)C.C(N([CH2:16][CH3:17])CC)C.[Si]([O:35][CH2:36][C@H:37]1[O:41][C@@H:40]([N:42]2[CH:49]=[C:48]([CH3:50])[C:46](=[O:47])[NH:45][C:43]2=[O:44])[C@:39](CCON(C)C)([OH:51])[C@@H:38]1[OH:58])(C(C)(C)C)(C1C=CC=CC=1)C1C=CC=CC=1.C[OH:60]. The catalyst is C1COCC1.C(Cl)Cl. (3) The reactants are [CH:1]1([C:4]2[NH:25][C:7]3[N:8]=[N:9][C:10]([CH2:12][CH2:13][CH2:14][CH2:15][N:16]4[CH:20]=[C:19]([C:21]([O:23]C)=[O:22])[N:18]=[N:17]4)=[CH:11][C:6]=3[CH:5]=2)[CH2:3][CH2:2]1.[Li+].[OH-]. The catalyst is C1COCC1.O. The product is [CH:1]1([C:4]2[NH:25][C:7]3[N:8]=[N:9][C:10]([CH2:12][CH2:13][CH2:14][CH2:15][N:16]4[CH:20]=[C:19]([C:21]([OH:23])=[O:22])[N:18]=[N:17]4)=[CH:11][C:6]=3[CH:5]=2)[CH2:3][CH2:2]1. The yield is 0.830. (4) The reactants are C(O[N:9]1[CH:14]=[CH:13][CH:12]=[CH:11][C:10]1=[O:15])C1C=CC=CC=1.Br[C:17]1[CH:22]=[C:21]2[N:23]([CH3:34])[C:24]3[CH:33]4[N:28]([CH2:29][CH2:30][CH2:31][CH2:32]4)[CH2:27][CH2:26][C:25]=3[C:20]2=[CH:19][CH:18]=1.BrC1C=C2C([C:40]3[CH2:52][CH2:51][N:50]4[CH:46](CCC4)[C:41]=3N2C)=CC=1.[ClH:53]. The catalyst is CO.CCOCC. The product is [ClH:53].[Cl:53][C:41]1[CH:40]=[CH:52][C:51]([C:12]2[CH:13]=[CH:14][N:9]([C:17]3[CH:22]=[C:21]4[N:23]([CH3:34])[C:24]5[CH:33]6[N:28]([CH2:29][CH2:30][CH2:31][CH2:32]6)[CH2:27][CH2:26][C:25]=5[C:20]4=[CH:19][CH:18]=3)[C:10](=[O:15])[CH:11]=2)=[N:50][CH:46]=1. The yield is 0.840. (5) The catalyst is O1CCCC1.CN(C)C=O. The product is [Cl:1][C:2]1[C:7]([CH2:8][NH:9][C:28](=[O:29])[CH:27]([C:17]2[CH:18]=[CH:19][C:20]([CH2:21][NH:22][S:23]([CH3:26])(=[O:24])=[O:25])=[C:15]([F:14])[CH:16]=2)[CH3:31])=[CH:6][CH:5]=[C:4]([C:10]([F:11])([F:12])[F:13])[N:3]=1. The reactants are [Cl:1][C:2]1[C:7]([CH2:8][NH2:9])=[CH:6][CH:5]=[C:4]([C:10]([F:13])([F:12])[F:11])[N:3]=1.[F:14][C:15]1[CH:16]=[C:17]([CH:27]([CH3:31])[C:28](O)=[O:29])[CH:18]=[CH:19][C:20]=1[CH2:21][NH:22][S:23]([CH3:26])(=[O:25])=[O:24].ON1C2C=CC=CC=2N=N1.F[B-](F)(F)F.N1(OC(N(C)C)=[N+](C)C)C2C=CC=CC=2N=N1.C(N(C(C)C)C(C)C)C. The yield is 0.610. (6) The reactants are Cl[C:2]1[N:10]=[CH:9][CH:8]=[CH:7][C:3]=1[C:4]([NH2:6])=[O:5].C(=O)([O-])[O-].[K+].[K+].[F:17][C:18]1[CH:23]=[CH:22][C:21]([C:24]2[CH:28]=[C:27]([NH2:29])[N:26]([C:30]3[CH:35]=[CH:34][CH:33]=[CH:32][C:31]=3[CH3:36])[N:25]=2)=[CH:20][CH:19]=1. The catalyst is CN(C=O)C.C([O-])(=O)C.[Cu+2].C([O-])(=O)C. The product is [F:17][C:18]1[CH:19]=[CH:20][C:21]([C:24]2[CH:28]=[C:27]([NH:29][C:2]3[N:10]=[CH:9][CH:8]=[CH:7][C:3]=3[C:4]([NH2:6])=[O:5])[N:26]([C:30]3[CH:35]=[CH:34][CH:33]=[CH:32][C:31]=3[CH3:36])[N:25]=2)=[CH:22][CH:23]=1. The yield is 0.140. (7) The reactants are [CH3:1][O:2][N:3]=[C:4]([C@@H:6]1[CH2:8][C@H:7]1[C:9]1[C:14]([F:15])=[CH:13][CH:12]=[CH:11][C:10]=1[Cl:16])[CH3:5].C([BH3-])#N.[Na+]. The catalyst is C(O)(=O)C.C(=O)([O-])O.[Na+]. The product is [Cl:16][C:10]1[CH:11]=[CH:12][CH:13]=[C:14]([F:15])[C:9]=1[C@@H:7]1[CH2:8][C@H:6]1[CH:4]([NH:3][O:2][CH3:1])[CH3:5]. The yield is 0.750. (8) The reactants are Cl[C:2]1[CH:7]=[C:6]([CH:8]=[CH:9][N:10](C)C)[C:5]([N+]([O-])=O)=[CH:4][N:3]=1.[NH:16]1[CH2:21][CH2:20][O:19][CH2:18][CH2:17]1.C([O-])=O.[NH4+]. The catalyst is [Pd].CO.C(Cl)Cl. The product is [N:16]1([C:4]2[CH:5]=[C:6]3[CH:8]=[CH:9][NH:10][C:7]3=[CH:2][N:3]=2)[CH2:21][CH2:20][O:19][CH2:18][CH2:17]1. The yield is 0.520. (9) The reactants are [OH:1][C:2]1[CH:3]=[C:4]([C:8](=O)[CH3:9])[CH:5]=[CH:6][CH:7]=1.Cl.[N+:12]([C:15]1[CH:23]=[CH:22][C:18]([CH2:19][O:20][NH2:21])=[CH:17][CH:16]=1)([O-:14])=[O:13]. No catalyst specified. The product is [N+:12]([C:15]1[CH:16]=[CH:17][C:18]([CH2:19][O:20]/[N:21]=[C:8](/[C:4]2[CH:5]=[CH:6][CH:7]=[C:2]([OH:1])[CH:3]=2)\[CH3:9])=[CH:22][CH:23]=1)([O-:14])=[O:13]. The yield is 0.820.